Dataset: Full USPTO retrosynthesis dataset with 1.9M reactions from patents (1976-2016). Task: Predict the reactants needed to synthesize the given product. (1) Given the product [CH2:1]([O:3][C:4]([C:6]1[C:15]2[C:10](=[CH:11][C:12]([O:18][CH3:19])=[C:13]([O:16][CH3:17])[CH:14]=2)[C:9]([C:20](=[O:32])[C:21]2[CH:26]=[CH:25][CH:24]=[C:23]([O:27][CH:28]([CH3:29])[CH3:30])[CH:22]=2)=[N:8][CH:7]=1)=[O:5])[CH3:2], predict the reactants needed to synthesize it. The reactants are: [CH2:1]([O:3][C:4]([C:6]1[C:15]2[C:10](=[CH:11][C:12]([O:18][CH3:19])=[C:13]([O:16][CH3:17])[CH:14]=2)[C:9]([CH2:20][C:21]2[CH:26]=[CH:25][CH:24]=[C:23]([O:27][CH:28]([CH3:30])[CH3:29])[CH:22]=2)=[N:8][CH:7]=1)=[O:5])[CH3:2].[Se](=O)=[O:32]. (2) Given the product [C:1]([O:5][C:6]([N:8]1[CH2:13][CH2:12][N:11]2[C:14]([C:17]([F:20])([F:18])[F:19])=[N:15][C:16]([Br:21])=[C:10]2[CH2:9]1)=[O:7])([CH3:4])([CH3:2])[CH3:3], predict the reactants needed to synthesize it. The reactants are: [C:1]([O:5][C:6]([N:8]1[CH2:13][CH2:12][N:11]2[C:14]([C:17]([F:20])([F:19])[F:18])=[N:15][CH:16]=[C:10]2[CH2:9]1)=[O:7])([CH3:4])([CH3:3])[CH3:2].[Br:21]N1C(=O)CCC1=O. (3) Given the product [NH2:30][C:22]1[N:23]([CH3:29])[C:24](=[O:28])[C:25]([CH3:26])([CH3:27])[C@:20]([C:15]2[CH:14]=[C:13]([NH:12][C:6]3[CH:5]=[C:4]([CH:9]=[CH:8][C:7]=3[O:10][CH3:11])[C:3]([OH:32])=[O:2])[CH:18]=[CH:17][C:16]=2[F:19])([CH3:31])[N:21]=1, predict the reactants needed to synthesize it. The reactants are: C[O:2][C:3](=[O:32])[C:4]1[CH:9]=[CH:8][C:7]([O:10][CH3:11])=[C:6]([NH:12][C:13]2[CH:18]=[CH:17][C:16]([F:19])=[C:15]([C@:20]3([CH3:31])[C:25]([CH3:27])([CH3:26])[C:24](=[O:28])[N:23]([CH3:29])[C:22]([NH2:30])=[N:21]3)[CH:14]=2)[CH:5]=1.[Li+].[OH-].